From a dataset of Full USPTO retrosynthesis dataset with 1.9M reactions from patents (1976-2016). Predict the reactants needed to synthesize the given product. (1) Given the product [CH3:24][C:23]1[CH:25]=[CH:26][C:20]([S:17]([O:16][CH2:15][CH2:14][CH2:13][CH2:12][C:6]2[C:5]3[C:9](=[CH:10][CH:11]=[C:3]([O:2][CH3:1])[CH:4]=3)[NH:8][CH:7]=2)(=[O:19])=[O:18])=[CH:21][CH:22]=1, predict the reactants needed to synthesize it. The reactants are: [CH3:1][O:2][C:3]1[CH:4]=[C:5]2[C:9](=[CH:10][CH:11]=1)[NH:8][CH:7]=[C:6]2[CH2:12][CH2:13][CH2:14][CH2:15][OH:16].[S:17](Cl)([C:20]1[CH:26]=[CH:25][C:23]([CH3:24])=[CH:22][CH:21]=1)(=[O:19])=[O:18]. (2) Given the product [Br:25][C:11]1[N:12]2[CH2:18][C@@H:17]([C:19]([O:21][CH2:22][CH3:23])=[O:20])[CH2:16][C:15](=[O:24])[CH:14]3[C@@H:6]([NH:5][C:3]([O:2][CH3:1])=[O:4])[CH2:7][CH2:8][C:9]([CH:10]=1)=[C:13]23, predict the reactants needed to synthesize it. The reactants are: [CH3:1][O:2][C:3]([NH:5][C@@H:6]1[CH:14]2[C:15](=[O:24])[CH2:16][C@H:17]([C:19]([O:21][CH2:22][CH3:23])=[O:20])[CH2:18][N:12]3[C:13]2=[C:9]([CH:10]=[CH:11]3)[CH2:8][CH2:7]1)=[O:4].[Br:25]N1C(=O)CCC1=O. (3) The reactants are: [C:1]1([CH3:11])[C:2](S(Cl)(=O)=O)=CC=C[CH:6]=1.[CH3:12][O:13][CH2:14][CH2:15][CH2:16][N:17]1[C:22]2[CH:23]=[C:24]([CH2:27][O:28][C@@H:29]3[C@@H:34]([C:35]4[CH:40]=[CH:39][C:38]([CH2:41][OH:42])=[CH:37][CH:36]=4)[C@H:33]([O:43][Si](C(C)C)(C(C)C)C(C)C)[CH2:32][NH:31][CH2:30]3)[CH:25]=[CH:26][C:21]=2[O:20][CH2:19][CH2:18]1.[C:54](OCC)(=[O:56])[CH3:55]. Given the product [CH2:54]([O:56][CH2:6][C@H:1]([CH3:2])[CH2:11][O:42][CH2:41][C:38]1[CH:39]=[CH:40][C:35]([C@@H:34]2[C@@H:29]([O:28][CH2:27][C:24]3[CH:25]=[CH:26][C:21]4[O:20][CH2:19][CH2:18][N:17]([CH2:16][CH2:15][CH2:14][O:13][CH3:12])[C:22]=4[CH:23]=3)[CH2:30][NH:31][CH2:32][C@H:33]2[OH:43])=[CH:36][CH:37]=1)[CH3:55], predict the reactants needed to synthesize it. (4) Given the product [CH3:10][CH:11]1[CH2:16][CH2:15][N:14]([C:2]2[CH:9]=[CH:8][C:5]([C:6]#[N:7])=[CH:4][CH:3]=2)[CH2:13][CH2:12]1, predict the reactants needed to synthesize it. The reactants are: F[C:2]1[CH:9]=[CH:8][C:5]([C:6]#[N:7])=[CH:4][CH:3]=1.[CH3:10][CH:11]1[CH2:16][CH2:15][NH:14][CH2:13][CH2:12]1. (5) Given the product [C:23]([C:22]1[CH:21]=[CH:20][C:19]([O:18][CH2:17][CH2:16][N:11]2[CH2:10][CH:9]3[O:15][CH:13]([CH2:14][N:7]([CH2:6][CH2:5][NH:4][S:33]([C:32]4[C:28]([CH3:27])=[N:29][O:30][C:31]=4[CH3:37])(=[O:35])=[O:34])[CH2:8]3)[CH2:12]2)=[CH:26][CH:25]=1)#[N:24], predict the reactants needed to synthesize it. The reactants are: Cl.Cl.Cl.[NH2:4][CH2:5][CH2:6][N:7]1[CH2:14][CH:13]2[O:15][CH:9]([CH2:10][N:11]([CH2:16][CH2:17][O:18][C:19]3[CH:26]=[CH:25][C:22]([C:23]#[N:24])=[CH:21][CH:20]=3)[CH2:12]2)[CH2:8]1.[CH3:27][C:28]1[C:32]([S:33](Cl)(=[O:35])=[O:34])=[C:31]([CH3:37])[O:30][N:29]=1.C(N(CC)CC)C. (6) Given the product [C:40]([O:44][C:45](=[O:53])[CH2:46][N:47]1[CH2:48][CH2:49][N:50]([C:30]2[CH:31]=[CH:32][C:24]([NH:23][C:21]3[C:20]([C:36]([F:38])([F:37])[F:39])=[CH:19][N:18]=[C:17]([NH:16][C:13]4[CH:12]=[CH:11][C:10]([CH2:9][P:4]([O:3][CH2:1][CH3:2])([O:5][CH2:6][CH3:7])=[O:8])=[CH:15][CH:14]=4)[N:22]=3)=[C:25]3[C:29]=2[CH2:28][N:27]([CH3:34])[C:26]3=[O:35])[CH2:51][CH2:52]1)([CH3:43])([CH3:41])[CH3:42], predict the reactants needed to synthesize it. The reactants are: [CH2:1]([O:3][P:4]([CH2:9][C:10]1[CH:15]=[CH:14][C:13]([NH:16][C:17]2[N:22]=[C:21]([NH:23][C:24]3[CH:32]=[CH:31][C:30](Br)=[C:29]4[C:25]=3[C:26](=[O:35])[N:27]([CH3:34])[CH2:28]4)[C:20]([C:36]([F:39])([F:38])[F:37])=[CH:19][N:18]=2)=[CH:12][CH:11]=1)(=[O:8])[O:5][CH2:6][CH3:7])[CH3:2].[C:40]([O:44][C:45](=[O:53])[CH2:46][N:47]1[CH2:52][CH2:51][NH:50][CH2:49][CH2:48]1)([CH3:43])([CH3:42])[CH3:41].